This data is from Experimentally validated miRNA-target interactions with 360,000+ pairs, plus equal number of negative samples. The task is: Binary Classification. Given a miRNA mature sequence and a target amino acid sequence, predict their likelihood of interaction. The miRNA is hsa-miR-148a-3p with sequence UCAGUGCACUACAGAACUUUGU. The protein sequence of the target gene is MEEAEGVAAAPGPASGLAFRGRRAMSGSWERDQQVEAAQRTLVEVLGPYEPLLSRVQAALVWERPARSALWCLGLNAAFWFFALTSLRFVFLLAFSLMIIVCIDQWKNKIWPEINVPRPDALDNESWGFVHPRLLSVPELCHHVAEVWVSGTIFIRNLLLFKKQNPGKFCLLSCGVLTFLAMLGRYIPGLLLSYLMLVIIMMWPLAVYHRLWDRAYVRLKPVLQRLDFSVRGYMMSKQRERQLRRRALHSERATDSHSDSEEELAAFCPQLDDSTVARELAITDSEHSDAEVSCTENGTF.... Result: 0 (no interaction).